The task is: Predict the reactants needed to synthesize the given product.. This data is from Full USPTO retrosynthesis dataset with 1.9M reactions from patents (1976-2016). (1) Given the product [NH2:17][C:12]1[C:11]([C:5]2[CH:6]=[CH:7][C:8]([O:9][CH3:10])=[C:3]([O:2][CH3:1])[CH:4]=2)=[CH:16][CH:15]=[CH:14][N:13]=1, predict the reactants needed to synthesize it. The reactants are: [CH3:1][O:2][C:3]1[CH:4]=[C:5]([C:11]2[C:12]([NH:17]C(=O)C(C)(C)C)=[N:13][CH:14]=[CH:15][CH:16]=2)[CH:6]=[CH:7][C:8]=1[O:9][CH3:10].CO.[OH-].[K+]. (2) Given the product [I:16][CH2:11][CH:10]1[O:12][CH:7]([C:6]2[N:2]([CH3:1])[N:3]=[CH:4][C:5]=2[N+:13]([O-:15])=[O:14])[CH2:8][CH2:9]1, predict the reactants needed to synthesize it. The reactants are: [CH3:1][N:2]1[C:6]([CH:7]([OH:12])[CH2:8][CH2:9][CH:10]=[CH2:11])=[C:5]([N+:13]([O-:15])=[O:14])[CH:4]=[N:3]1.[I:16]I.C([O-])([O-])=O.[Na+].[Na+]. (3) Given the product [N:3]1[C:4]2[C:5](=[CH:8][CH:9]=[CH:10][CH:11]=2)[CH2:6][NH:7][C:21]=1[NH:20][C:16]1[CH:17]=[CH:18][CH:19]=[C:14]([C:13]([F:12])([F:26])[F:27])[CH:15]=1, predict the reactants needed to synthesize it. The reactants are: [OH-].[Na+].[NH2:3][C:4]1[CH:11]=[CH:10][CH:9]=[CH:8][C:5]=1[CH2:6][NH2:7].[F:12][C:13]([F:27])([F:26])[C:14]1[CH:15]=[C:16]([N:20]=[C:21]([S-])[S-](C)C)[CH:17]=[CH:18][CH:19]=1.CC#N.